From a dataset of Forward reaction prediction with 1.9M reactions from USPTO patents (1976-2016). Predict the product of the given reaction. Given the reactants [Li]CCCC.CN(CCN(C)C)C.[Cl:14][C:15]1[N:20]=[CH:19][C:18]([NH:21][C:22](=[O:28])[O:23][C:24]([CH3:27])([CH3:26])[CH3:25])=[CH:17][CH:16]=1.Cl[CH2:30][CH2:31][CH2:32][C:33](=[O:35])[CH3:34], predict the reaction product. The product is: [Cl:14][C:15]1[N:20]=[CH:19][C:18]([NH:21][C:22](=[O:28])[O:23][C:24]([CH3:25])([CH3:27])[CH3:26])=[C:17]([C:33]2([CH3:34])[CH2:32][CH2:31][CH2:30][O:35]2)[CH:16]=1.